This data is from Forward reaction prediction with 1.9M reactions from USPTO patents (1976-2016). The task is: Predict the product of the given reaction. (1) The product is: [CH3:1][N:2]([S:15]([C:18]1[CH:23]=[CH:22][CH:21]=[CH:20][C:19]=1[C:24]([F:26])([F:27])[F:25])(=[O:16])=[O:17])[C:3]1[CH:4]=[CH:5][CH:6]=[C:7]2[C:11]=1[NH:10][C:9]([C:12]([NH2:29])=[O:13])=[CH:8]2. Given the reactants [CH3:1][N:2]([S:15]([C:18]1[CH:23]=[CH:22][CH:21]=[CH:20][C:19]=1[C:24]([F:27])([F:26])[F:25])(=[O:17])=[O:16])[C:3]1[CH:4]=[CH:5][CH:6]=[C:7]2[C:11]=1[NH:10][C:9]([C:12](O)=[O:13])=[CH:8]2.C[N:29](C)C=O.Cl.CN(C)CCCN=C=NCC, predict the reaction product. (2) The product is: [NH2:20][C:21]1[CH:26]=[C:25]([C:2]2[CH:7]=[CH:6][CH:5]=[CH:4][C:3]=2[NH:8][C:9](=[O:19])[O:10][CH2:11][CH2:12][CH:13]2[CH2:17][CH2:16][CH2:15][N:14]2[CH3:18])[CH:24]=[CH:23][CH:22]=1. Given the reactants I[C:2]1[CH:7]=[CH:6][CH:5]=[CH:4][C:3]=1[NH:8][C:9](=[O:19])[O:10][CH2:11][CH2:12][CH:13]1[CH2:17][CH2:16][CH2:15][N:14]1[CH3:18].[NH2:20][C:21]1[CH:22]=[C:23](B(O)O)[CH:24]=[CH:25][CH:26]=1.C(=O)([O-])[O-].[Na+].[Na+], predict the reaction product. (3) Given the reactants [N+:1]([C:4]1[CH:5]=[N:6][CH:7]=[CH:8][C:9]=1[CH:10]1[CH2:17][C:16](=[O:18])[CH2:15][C:12]2([CH2:14][CH2:13]2)[O:11]1)([O-:3])=[O:2].[BH4-].[Na+].O, predict the reaction product. The product is: [N+:1]([C:4]1[CH:5]=[N:6][CH:7]=[CH:8][C:9]=1[C@H:10]1[CH2:17][C@@H:16]([OH:18])[CH2:15][C:12]2([CH2:13][CH2:14]2)[O:11]1)([O-:3])=[O:2]. (4) The product is: [CH3:71][C:62]1[CH:61]=[C:60]([NH:59][C:13]2[CH:14]=[CH:15][C:10]([S:7]([NH:6][C:2]3[S:1][CH:5]=[CH:4][N:3]=3)(=[O:9])=[O:8])=[N:11][CH:12]=2)[N:64]([C:65]2[CH:66]=[CH:67][CH:68]=[CH:69][CH:70]=2)[N:63]=1. Given the reactants [S:1]1[CH:5]=[CH:4][N:3]=[C:2]1[NH:6][S:7]([C:10]1[CH:15]=[CH:14][C:13](Br)=[CH:12][N:11]=1)(=[O:9])=[O:8].CC1(C)C2C=CC=C(P(C3C=CC=CC=3)C3C=CC=CC=3)C=2OC2C1=CC=CC=2P(C1C=CC=CC=1)C1C=CC=CC=1.[NH2:59][C:60]1[N:64]([C:65]2[CH:70]=[CH:69][CH:68]=[CH:67][CH:66]=2)[N:63]=[C:62]([CH3:71])[CH:61]=1.CN(C)C(=O)C.CC(C)([O-])C.[Na+], predict the reaction product. (5) The product is: [CH3:8][O:7][C:5](=[O:6])[CH2:4][CH2:3][C:2]([NH:10][C:11]1[CH:24]=[CH:23][C:22]2[C:21]3[C:16](=[CH:17][C:18]([NH:25][C:2](=[O:9])[CH2:3][CH2:4][C:5]([O:7][CH3:8])=[O:6])=[CH:19][CH:20]=3)[C:15](=[O:26])[C:14](=[O:27])[C:13]=2[CH:12]=1)=[O:9]. Given the reactants Cl[C:2](=[O:9])[CH2:3][CH2:4][C:5]([O:7][CH3:8])=[O:6].[NH2:10][C:11]1[CH:24]=[CH:23][C:22]2[C:21]3[C:16](=[CH:17][C:18]([NH2:25])=[CH:19][CH:20]=3)[C:15](=[O:26])[C:14](=[O:27])[C:13]=2[CH:12]=1, predict the reaction product.